From a dataset of Full USPTO retrosynthesis dataset with 1.9M reactions from patents (1976-2016). Predict the reactants needed to synthesize the given product. The reactants are: [Cl-].O[NH3+:3].[C:4](=[O:7])([O-])[OH:5].[Na+].CS(C)=O.[OH:13][C:14]([C:17]1([O:20][C@H:21]2[CH2:26][CH2:25][C@H:24]([N:27]3[C:32](=[O:33])[C:31]([CH2:34][C:35]4[CH:40]=[CH:39][C:38]([C:41]5[C:42]([C:47]#[N:48])=[CH:43][CH:44]=[CH:45][CH:46]=5)=[CH:37][CH:36]=4)=[C:30]([CH2:49][CH2:50][CH3:51])[N:29]4[N:52]=[CH:53][N:54]=[C:28]34)[CH2:23][CH2:22]2)[CH2:19][CH2:18]1)([CH3:16])[CH3:15]. Given the product [OH:13][C:14]([C:17]1([O:20][C@H:21]2[CH2:22][CH2:23][C@H:24]([N:27]3[C:32](=[O:33])[C:31]([CH2:34][C:35]4[CH:36]=[CH:37][C:38]([C:41]5[CH:46]=[CH:45][CH:44]=[CH:43][C:42]=5[C:47]5[NH:3][C:4](=[O:7])[O:5][N:48]=5)=[CH:39][CH:40]=4)=[C:30]([CH2:49][CH2:50][CH3:51])[N:29]4[N:52]=[CH:53][N:54]=[C:28]34)[CH2:25][CH2:26]2)[CH2:18][CH2:19]1)([CH3:16])[CH3:15], predict the reactants needed to synthesize it.